The task is: Predict the product of the given reaction.. This data is from Forward reaction prediction with 1.9M reactions from USPTO patents (1976-2016). (1) Given the reactants [Cl:1][C:2]1[CH:7]=[CH:6][C:5]([C@@:8]2(OC)[C@H:13]([OH:14])[C@@H:12]([OH:15])[C@H:11]([OH:16])[C@@H:10]([CH2:17][OH:18])[O:9]2)=[CH:4][C:3]=1[CH2:21][C:22]1[CH:23]=[C:24]2[C:29](=[CH:30][CH:31]=1)[N:28]([CH2:32][C:33]1[CH:38]=[CH:37][C:36]([O:39][CH3:40])=[CH:35][CH:34]=1)[CH2:27][CH2:26][CH2:25]2.C([SiH](CC)CC)C.B(F)(F)F, predict the reaction product. The product is: [Cl:1][C:2]1[CH:7]=[CH:6][C:5]([C@H:8]2[C@H:13]([OH:14])[C@@H:12]([OH:15])[C@H:11]([OH:16])[C@@H:10]([CH2:17][OH:18])[O:9]2)=[CH:4][C:3]=1[CH2:21][C:22]1[CH:23]=[C:24]2[C:29](=[CH:30][CH:31]=1)[N:28]([CH2:32][C:33]1[CH:34]=[CH:35][C:36]([O:39][CH3:40])=[CH:37][CH:38]=1)[CH2:27][CH2:26][CH2:25]2. (2) Given the reactants [CH3:1][C:2](O)([C:4]1[CH:5]=[CH:6][CH:7]=[CH:8][C:9]=1[CH2:10][CH2:11][C@@H:12]([S:32][CH2:33][C:34]1([CH2:37][C:38]([OH:40])=[O:39])[CH2:36][CH2:35]1)[C:13]1[CH:14]=[CH:15][CH:16]=[C:17](/[CH:19]=[CH:20]/[C:21]2[CH:22]=[CH:23][C:24]3[CH:25]=[CH:26][C:27]([Cl:31])=[CH:28][C:29]=3[N:30]=2)[CH:18]=1)[CH3:3].S(=O)(=O)(O)O, predict the reaction product. The product is: [CH3:3][C:2]([C:4]1[C:9]([CH2:10][CH2:11][C@@H:12]([S:32][CH2:33][C:34]2([CH2:37][C:38]([OH:40])=[O:39])[CH2:36][CH2:35]2)[C:13]2[CH:18]=[C:17](/[CH:19]=[CH:20]/[C:21]3[CH:22]=[CH:23][C:24]4[CH:25]=[CH:26][C:27]([Cl:31])=[CH:28][C:29]=4[N:30]=3)[CH:16]=[CH:15][CH:14]=2)=[CH:8][CH:7]=[CH:6][CH:5]=1)=[CH2:1]. (3) Given the reactants Cl[C:2]1[C:15]([C:16]#[N:17])=[CH:14][C:5]([C:6]([O:8][CH2:9][C:10]([F:13])([F:12])[F:11])=[O:7])=[C:4]([CH3:18])[N:3]=1.[NH:19]1[CH2:24][CH2:23][CH:22]([C:25]([OH:27])=[O:26])[CH2:21][CH2:20]1.CCN(C(C)C)C(C)C, predict the reaction product. The product is: [C:16]([C:15]1[C:2]([N:19]2[CH2:24][CH2:23][CH:22]([C:25]([OH:27])=[O:26])[CH2:21][CH2:20]2)=[N:3][C:4]([CH3:18])=[C:5]([C:6]([O:8][CH2:9][C:10]([F:13])([F:12])[F:11])=[O:7])[CH:14]=1)#[N:17].